From a dataset of Experimentally validated miRNA-target interactions with 360,000+ pairs, plus equal number of negative samples. Binary Classification. Given a miRNA mature sequence and a target amino acid sequence, predict their likelihood of interaction. (1) The miRNA is mmu-miR-212-3p with sequence UAACAGUCUCCAGUCACGGCCA. The protein sequence of the target gene is MANDIDELIGIPFPNHSSEVLCSLNEQRHDGLLCDVLLVVQEQEYRTHRSVLAACSKYFKKLFTAGTLASQPYVYEIDFVQPEALAAILEFAYTSTLTITAGNVKHILNAARMLEIQCIVNVCLEIMEPGGDGGEEDDKEDDDDDEDDDDEEDEEEEEEEEEDDDDDTEDFADQENLPDPQDISCHQSPSKTDHLTEKAYSDTPRDFPDSFQAGSPGHLGVIRDFSIESLLRENLYPKANIPDRRPSLSPFAPDFFPHLWPGDFGAFAQLPEQPMDSGPLDLVIKNRKIKEEEKEELPPP.... Result: 0 (no interaction). (2) The miRNA is hsa-let-7g-5p with sequence UGAGGUAGUAGUUUGUACAGUU. Result: 1 (interaction). The protein sequence of the target gene is MELHILEHRLQVASVAKESIPLFTYGLIKLAFLSSKTRCKFFSLTETPEDYTIIVDEEGFLELPSSEHLSVADATWLALNVVSGGGSFSSSQPIGVTKIAKSVIAPLADQNISVFMLSTYQTDFILVRERDLPFVTHTLSSEFTILRVVNGETVAAENLGITNGFVKPKLVQRPVIHPLSSPSNRFCVTSLDPDTLPAVATLLMDVMFYSNGVKDPMATGDDCGHIRFFSFSLIEGYISLVMDVQTQQRFPSNLLFTSASGELWKMVRIGGQPLGFDECGIVAQISEPLAAADIPAYYIS.... (3) The miRNA is hsa-miR-3617-5p with sequence AAAGACAUAGUUGCAAGAUGGG. The protein sequence of the target gene is MRLPDLRPWTSLLLVDAALLWLLQGPLGTLLPQGLPGLWLEGTLRLGGLWGLLKLRGLLGFVGTLLLPLCLATPLTVSLRALVAGASRAPPARVASAPWSWLLVGYGAAGLSWSLWAVLSPPGAQEKEQDQVNNKVLMWRLLKLSRPDLPLLVAAFFFLVLAVLGETLIPHYSGRVIDILGGDFDPHAFASAIFFMCLFSFGSSLSAGCRGGCFTYTMSRINLRIREQLFSSLLRQDLGFFQETKTGELNSRLSSDTTLMSNWLPLNANVLLRSLVKVVGLYGFMLSISPRLTLLSLLHM.... Result: 0 (no interaction).